This data is from Catalyst prediction with 721,799 reactions and 888 catalyst types from USPTO. The task is: Predict which catalyst facilitates the given reaction. (1) Reactant: [NH2:1][C:2]1[CH:3]=[C:4]([N:8]2[C:17]3[CH:16]=[CH:15][C:14]4[CH2:18][CH2:19][CH2:20][CH2:21][C:13]=4[C:12]=3[NH:11][C:10](=[O:22])[C:9]2=[O:23])[CH:5]=[CH:6][CH:7]=1.[N+:24]([C:27]1[CH:32]=[CH:31][CH:30]=[CH:29][C:28]=1[S:33](Cl)(=[O:35])=[O:34])([O-:26])=[O:25]. Product: [O:22]=[C:10]1[NH:11][C:12]2[C:13]3[CH2:21][CH2:20][CH2:19][CH2:18][C:14]=3[CH:15]=[CH:16][C:17]=2[N:8]([C:4]2[CH:3]=[C:2]([NH:1][S:33]([C:28]3[CH:29]=[CH:30][CH:31]=[CH:32][C:27]=3[N+:24]([O-:26])=[O:25])(=[O:34])=[O:35])[CH:7]=[CH:6][CH:5]=2)[C:9]1=[O:23]. The catalyst class is: 17. (2) Reactant: Cl[C:2]1[C:7]([C:8]2[CH:13]=[CH:12][CH:11]=[CH:10][CH:9]=2)=[C:6]([C:14]2[CH:19]=[CH:18][CH:17]=[CH:16][CH:15]=2)[N:5]=[C:4]([C:20]([F:23])([F:22])[F:21])[N:3]=1.[N:24]1[CH:29]=[CH:28][CH:27]=[CH:26][C:25]=1[N:30]1[CH2:35][CH2:34][NH:33][CH2:32][CH2:31]1.C(=O)([O-])[O-].[K+].[K+]. Product: [C:14]1([C:6]2[C:7]([C:8]3[CH:13]=[CH:12][CH:11]=[CH:10][CH:9]=3)=[C:2]([N:33]3[CH2:34][CH2:35][N:30]([C:25]4[CH:26]=[CH:27][CH:28]=[CH:29][N:24]=4)[CH2:31][CH2:32]3)[N:3]=[C:4]([C:20]([F:23])([F:22])[F:21])[N:5]=2)[CH:19]=[CH:18][CH:17]=[CH:16][CH:15]=1. The catalyst class is: 9.